Dataset: Full USPTO retrosynthesis dataset with 1.9M reactions from patents (1976-2016). Task: Predict the reactants needed to synthesize the given product. (1) The reactants are: Br[CH2:2][CH:3]=[C:4](C)C.[Na+].[I-].[C:9]([Si:13]([CH3:27])([CH3:26])[O:14][C@@H:15]1[C:23]2[CH:22]=[CH:21][CH:20]=[C:19]([CH:24]=[O:25])[C:18]=2[CH2:17][CH2:16]1)([CH3:12])([CH3:11])[CH3:10].C(OCC)C. Given the product [C:9]([Si:13]([CH3:27])([CH3:26])[O:14][CH:15]1[C:23]2[C:18](=[C:19]([C@@H:24]([OH:25])[CH2:4][CH:3]=[CH2:2])[CH:20]=[CH:21][CH:22]=2)[CH2:17][CH2:16]1)([CH3:12])([CH3:11])[CH3:10], predict the reactants needed to synthesize it. (2) Given the product [CH2:13]([C:15]1[N:16]([C:40]2[CH:45]=[CH:44][C:43]([O:46][CH:47]([CH3:49])[CH3:48])=[CH:42][CH:41]=2)[C:17](=[O:39])[C:18]([CH2:24][C:25]2[CH:30]=[CH:29][C:28]([C:31]3[CH:36]=[CH:35][CH:34]=[CH:33][C:32]=3[C:37]3[NH:3][C:4](=[O:7])[O:5][N:38]=3)=[CH:27][CH:26]=2)=[C:19]([CH2:21][CH2:22][CH3:23])[N:20]=1)[CH3:14], predict the reactants needed to synthesize it. The reactants are: [Cl-].O[NH3+:3].[C:4](=[O:7])([O-])[OH:5].[Na+].CS(C)=O.[CH2:13]([C:15]1[N:16]([C:40]2[CH:45]=[CH:44][C:43]([O:46][CH:47]([CH3:49])[CH3:48])=[CH:42][CH:41]=2)[C:17](=[O:39])[C:18]([CH2:24][C:25]2[CH:30]=[CH:29][C:28]([C:31]3[C:32]([C:37]#[N:38])=[CH:33][CH:34]=[CH:35][CH:36]=3)=[CH:27][CH:26]=2)=[C:19]([CH2:21][CH2:22][CH3:23])[N:20]=1)[CH3:14]. (3) Given the product [C:7]([C:11]1[N:16]=[C:15]([N:1]2[CH2:6][CH2:5][NH:4][CH2:3][CH2:2]2)[CH:14]=[C:13]([CH:18]2[CH2:21][CH2:20][CH2:19]2)[N:12]=1)([CH3:10])([CH3:8])[CH3:9], predict the reactants needed to synthesize it. The reactants are: [NH:1]1[CH2:6][CH2:5][NH:4][CH2:3][CH2:2]1.[C:7]([C:11]1[N:16]=[C:15](Cl)[CH:14]=[C:13]([CH:18]2[CH2:21][CH2:20][CH2:19]2)[N:12]=1)([CH3:10])([CH3:9])[CH3:8]. (4) Given the product [I:1][C:2]1[C:14]([C:15]([O:17][CH2:18][CH3:19])=[O:16])=[C:5]2[CH2:6][N:7]([C:25]([O:24][C:21]([CH3:23])([CH3:22])[CH3:20])=[O:26])[CH:8]([C:10]([F:11])([F:13])[F:12])[CH2:9][N:4]2[N:3]=1, predict the reactants needed to synthesize it. The reactants are: [I:1][C:2]1[C:14]([C:15]([O:17][CH2:18][CH3:19])=[O:16])=[C:5]2[CH2:6][NH:7][CH:8]([C:10]([F:13])([F:12])[F:11])[CH2:9][N:4]2[N:3]=1.[CH3:20][C:21]([O:24][C:25](O[C:25]([O:24][C:21]([CH3:23])([CH3:22])[CH3:20])=[O:26])=[O:26])([CH3:23])[CH3:22]. (5) Given the product [CH3:1][O:2][C:3]1[C:4](=[O:25])[C:5]([CH3:24])=[C:6]([CH2:12][C:13]2[CH:18]=[CH:17][C:16]([CH2:19][CH2:20][C:21]([N:39]3[CH2:44][CH2:43][S:42][CH2:41][CH2:40]3)=[O:22])=[CH:15][CH:14]=2)[C:7](=[O:11])[C:8]=1[O:9][CH3:10], predict the reactants needed to synthesize it. The reactants are: [CH3:1][O:2][C:3]1[C:4](=[O:25])[C:5]([CH3:24])=[C:6]([CH2:12][C:13]2[CH:18]=[CH:17][C:16]([CH2:19][CH2:20][C:21](O)=[O:22])=[CH:15][CH:14]=2)[C:7](=[O:11])[C:8]=1[O:9][CH3:10].C(Cl)(=O)OCC.C(N(CC)CC)C.[NH:39]1[CH2:44][CH2:43][S:42][CH2:41][CH2:40]1. (6) Given the product [Cl:1][C:2]1[C:21]([C:31]2[NH:30][N:29]=[CH:33][CH:32]=2)=[CH:20][C:5]([C:6]([NH:8][C:9]2[CH:14]=[CH:13][C:12]([O:15][C:16]([F:19])([F:18])[F:17])=[CH:11][CH:10]=2)=[O:7])=[CH:4][N:3]=1, predict the reactants needed to synthesize it. The reactants are: [Cl:1][C:2]1[C:21](I)=[CH:20][C:5]([C:6]([NH:8][C:9]2[CH:14]=[CH:13][C:12]([O:15][C:16]([F:19])([F:18])[F:17])=[CH:11][CH:10]=2)=[O:7])=[CH:4][N:3]=1.O1CCCCC1[N:29]1[C:33](B2OC(C)(C)C(C)(C)O2)=[CH:32][CH:31]=[N:30]1.[O-]P([O-])([O-])=O.[K+].[K+].[K+].C(O)(C(F)(F)F)=O. (7) Given the product [CH2:1]([O:3][C:4]([C:5]1[NH:14][C:8]2[C:7](=[N:12][C:11]([Cl:13])=[CH:10][CH:9]=2)[CH:6]=1)=[O:18])[CH3:2], predict the reactants needed to synthesize it. The reactants are: [CH2:1]([O:3][C:4](=[O:18])[C:5](=O)[CH2:6][C:7]1[N:12]=[C:11]([Cl:13])[CH:10]=[CH:9][C:8]=1[N+:14]([O-])=O)[CH3:2].[Cl-].[NH4+]. (8) Given the product [CH3:49][N:2]([CH3:1])[CH2:3][CH2:4][NH:5][CH2:6][C@:7]12[CH2:45][CH2:44][C@@H:43]([C:46]([CH3:48])=[CH2:47])[C@@H:8]1[C@@H:9]1[C@@:22]([CH3:25])([CH2:23][CH2:24]2)[C@@:21]2([CH3:26])[C@@H:12]([C@:13]3([CH3:42])[C@@H:18]([CH2:19][CH2:20]2)[C:17]([CH3:28])([CH3:27])[C:16]([C:29]2[CH:30]=[CH:31][C:32]([C:33]([OH:35])=[O:34])=[CH:40][CH:41]=2)=[CH:15][CH2:14]3)[CH2:11][CH2:10]1, predict the reactants needed to synthesize it. The reactants are: [CH3:1][N:2]([CH3:49])[CH2:3][CH2:4][NH:5][CH2:6][C@:7]12[CH2:45][CH2:44][C@@H:43]([C:46]([CH3:48])=[CH2:47])[C@@H:8]1[C@@H:9]1[C@@:22]([CH3:25])([CH2:23][CH2:24]2)[C@@:21]2([CH3:26])[C@@H:12]([C@:13]3([CH3:42])[C@@H:18]([CH2:19][CH2:20]2)[C:17]([CH3:28])([CH3:27])[C:16]([C:29]2[CH:41]=[CH:40][C:32]([C:33]([O:35]C(C)(C)C)=[O:34])=[CH:31][CH:30]=2)=[CH:15][CH2:14]3)[CH2:11][CH2:10]1.C(O)(C(F)(F)F)=O. (9) Given the product [Cl:1][C:2]1[C:7]([C:8]([NH2:10])=[O:9])=[C:6]([OH:11])[C:5]([NH:12][C:13]2[C:16](=[O:17])[C:15](=[O:18])[C:14]=2[NH:24][C:23]2[CH:25]=[CH:26][CH:27]=[CH:28][C:22]=2[O:21][CH3:20])=[CH:4][CH:3]=1, predict the reactants needed to synthesize it. The reactants are: [Cl:1][C:2]1[C:7]([C:8]([NH2:10])=[O:9])=[C:6]([OH:11])[C:5]([NH:12][C:13]2[C:16](=[O:17])[C:15](=[O:18])[C:14]=2Cl)=[CH:4][CH:3]=1.[CH3:20][O:21][C:22]1[CH:28]=[CH:27][CH:26]=[CH:25][C:23]=1[NH2:24].